This data is from Full USPTO retrosynthesis dataset with 1.9M reactions from patents (1976-2016). The task is: Predict the reactants needed to synthesize the given product. (1) Given the product [F:34][C:32]([F:33])([F:35])[C:29]1[CH:30]=[CH:31][C:26]([O:25][C:22]2[CH:23]=[CH:24][C:19]([O:18][C:16]([N:11]3[CH2:12][CH2:13][CH:8]([C:4]4[CH:5]=[CH:6][CH:7]=[C:2]([NH2:1])[CH:3]=4)[CH2:9][CH2:10]3)=[O:17])=[CH:20][CH:21]=2)=[N:27][CH:28]=1, predict the reactants needed to synthesize it. The reactants are: [NH2:1][C:2]1[CH:3]=[C:4]([CH:8]2[CH2:13][CH2:12][NH:11][CH2:10][CH2:9]2)[CH:5]=[CH:6][CH:7]=1.Cl.Cl[C:16]([O:18][C:19]1[CH:24]=[CH:23][C:22]([O:25][C:26]2[CH:31]=[CH:30][C:29]([C:32]([F:35])([F:34])[F:33])=[CH:28][N:27]=2)=[CH:21][CH:20]=1)=[O:17]. (2) Given the product [N:14]1([CH2:13][CH2:12][O:7][C:6](=[O:8])[C:5]2[CH:9]=[CH:10][C:2]([NH2:1])=[CH:3][CH:4]=2)[CH2:19][CH2:18][O:17][CH2:16][CH2:15]1, predict the reactants needed to synthesize it. The reactants are: [NH2:1][C:2]1[CH:10]=[CH:9][C:5]([C:6]([OH:8])=[O:7])=[CH:4][CH:3]=1.O[CH2:12][CH2:13][N:14]1[CH2:19][CH2:18][O:17][CH2:16][CH2:15]1.C1CCC(N=C=NC2CCCCC2)CC1. (3) Given the product [Br:16][C:17]1[N:27]([CH2:28][CH:29]=[C:30]([CH3:32])[CH3:31])[C:20]2[C:21](=[O:26])[NH:22][CH:23]=[CH:24][C:19]=2[N:18]=1, predict the reactants needed to synthesize it. The reactants are: CC[N+](S(N=C(OC)[O-])(=O)=O)(CC)CC.[Br:16][C:17]1[N:27]([CH2:28][CH:29]=[C:30]([CH3:32])[CH3:31])[C:20]2[C:21](=[O:26])[NH:22][CH2:23][CH:24](O)[C:19]=2[N:18]=1.C(=O)([O-])O.[Na+]. (4) Given the product [CH2:1]([NH2:24])[CH2:2][CH2:3][CH2:4][CH2:5][CH2:6][CH2:7][CH2:8][CH2:9][CH2:10][CH2:11][CH2:12][CH2:13][CH2:14][CH2:15][CH2:16][CH2:17][CH2:18][CH2:19][CH2:20][CH2:21][CH3:22], predict the reactants needed to synthesize it. The reactants are: [C:1]([NH2:24])(=O)[CH2:2][CH2:3][CH2:4][CH2:5][CH2:6][CH2:7][CH2:8][CH2:9][CH2:10][CH2:11][CH2:12][CH2:13][CH2:14][CH2:15][CH2:16][CH2:17][CH2:18][CH2:19][CH2:20][CH2:21][CH3:22].[H-].[H-].[H-].[H-].[Li+].[Al+3].O. (5) Given the product [CH3:1][N:2]1[CH:6]=[C:5]([C:7]2[N:12]=[N:11][C:10]([N:13]3[CH2:22][CH2:21][C:16](=[O:17])[CH2:15][CH2:14]3)=[CH:9][CH:8]=2)[CH:4]=[N:3]1, predict the reactants needed to synthesize it. The reactants are: [CH3:1][N:2]1[CH:6]=[C:5]([C:7]2[N:12]=[N:11][C:10]([N:13]3[CH2:22][CH2:21][C:16]4(OCC[O:17]4)[CH2:15][CH2:14]3)=[CH:9][CH:8]=2)[CH:4]=[N:3]1.CC1C=CC(S(O)(=O)=O)=CC=1.O. (6) Given the product [CH3:19][C:20]([NH:21][C:14]([C:12]1[CH:11]=[CH:10][C:9]([O:17][CH3:18])=[C:8]([C:4]2[CH:5]=[CH:6][CH:7]=[C:2]([Cl:1])[CH:3]=2)[N:13]=1)=[O:16])([C:22]1[S:23][CH:24]=[CH:25][N:26]=1)[CH3:27], predict the reactants needed to synthesize it. The reactants are: [Cl:1][C:2]1[CH:3]=[C:4]([C:8]2[N:13]=[C:12]([C:14]([OH:16])=O)[CH:11]=[CH:10][C:9]=2[O:17][CH3:18])[CH:5]=[CH:6][CH:7]=1.[CH3:19][C:20]([CH3:27])([C:22]1[S:23][CH:24]=[CH:25][N:26]=1)[NH2:21]. (7) Given the product [CH:1](=[O:34])[CH2:2][CH2:3]/[CH:4]=[CH:5]\[CH2:6][CH2:7][CH2:8]/[CH:9]=[CH:10]\[CH2:11][CH3:12], predict the reactants needed to synthesize it. The reactants are: [C:1](#N)[CH2:2][CH2:3]/[CH:4]=[CH:5]\[CH2:6][CH2:7][CH2:8]/[CH:9]=[CH:10]\[CH2:11][CH3:12].C1(C)C=CC=CC=1.CC(C[AlH]CC(C)C)C.Cl.C1C[O:34]CC1. (8) Given the product [Cl:3][C:4]1[CH:9]=[CH:8][C:7]([O:10][C:12]2[C:21]3[C:16](=[CH:17][CH:18]=[CH:19][CH:20]=3)[C:15]([CH:22]=[O:23])=[CH:14][CH:13]=2)=[CH:6][CH:5]=1, predict the reactants needed to synthesize it. The reactants are: [H-].[Na+].[Cl:3][C:4]1[CH:9]=[CH:8][C:7]([OH:10])=[CH:6][CH:5]=1.F[C:12]1[C:21]2[C:16](=[CH:17][CH:18]=[CH:19][CH:20]=2)[C:15]([CH:22]=[O:23])=[CH:14][CH:13]=1.Cl. (9) Given the product [CH2:16]([C:12]1[CH:11]=[C:10]([CH2:9][C@H:8]([NH:7][C:6](=[O:26])[C@H:35]([CH3:36])[CH2:34][S:31]([CH2:27][CH2:28][CH:29]=[CH2:30])(=[O:33])=[O:32])[C@@H:19]2[CH2:23][C@@H:22]([CH3:24])[C:21](=[O:25])[O:20]2)[CH:15]=[CH:14][CH:13]=1)[CH:17]=[CH2:18], predict the reactants needed to synthesize it. The reactants are: C(O[C:6](=[O:26])[NH:7][C@H:8]([C@@H:19]1[CH2:23][C@@H:22]([CH3:24])[C:21](=[O:25])[O:20]1)[CH2:9][C:10]1[CH:15]=[CH:14][CH:13]=[C:12]([CH2:16][CH:17]=[CH2:18])[CH:11]=1)(C)(C)C.[CH2:27]([S:31]([CH2:34][C@@H:35](C)[C:36](O)=O)(=[O:33])=[O:32])[CH2:28][CH:29]=[CH2:30].CCN=C=NCCCN(C)C.C1C=CC2N(O)N=NC=2C=1.C(N(CC)CC)C.